Dataset: Reaction yield outcomes from USPTO patents with 853,638 reactions. Task: Predict the reaction yield, written as a fraction of the theoretical maximum amount of product (1.0 means a 100% yield; for example, 0.34 means a 34% yield). (1) The reactants are O[C:2]1[C:3]2[CH:11]=[CH:10][CH:9]=[N:8][C:4]=2[N:5]=[CH:6][N:7]=1.O=P(Cl)(Cl)[Cl:14]. No catalyst specified. The product is [Cl:14][C:2]1[C:3]2[CH:11]=[CH:10][CH:9]=[N:8][C:4]=2[N:5]=[CH:6][N:7]=1. The yield is 0.320. (2) The catalyst is C(Cl)Cl. The product is [CH3:38][O:37][CH:32]([C:6]1[C:5]2[C:9](=[CH:10][C:2]([I:1])=[CH:3][CH:4]=2)[N:8]([CH2:11][O:12][CH2:13][CH2:14][Si:15]([CH3:18])([CH3:17])[CH3:16])[N:7]=1)[O:35][CH3:36]. The reactants are [I:1][C:2]1[CH:10]=[C:9]2[C:5]([C:6](C=CC3C=CC=CC=3)=[N:7][N:8]2[CH2:11][O:12][CH2:13][CH2:14][Si:15]([CH3:18])([CH3:17])[CH3:16])=[CH:4][CH:3]=1.CO.O=[O+][O-].[CH:32]([O:37][CH3:38])([O:35][CH3:36])OC. The yield is 0.920. (3) The reactants are [F:1][C:2]1[CH:19]=[CH:18][C:5]([CH2:6][O:7][C:8]2[CH:14]=[CH:13][C:11]([NH2:12])=[C:10]([N+:15]([O-])=O)[CH:9]=2)=[CH:4][CH:3]=1.FC1C=CC(COC2C=CC([N+]([O-])=O)=C([N+]([O-])=O)C=2)=CC=1. The catalyst is CO.[Ni]. The product is [F:1][C:2]1[CH:19]=[CH:18][C:5]([CH2:6][O:7][C:8]2[CH:9]=[C:10]([NH2:15])[C:11]([NH2:12])=[CH:13][CH:14]=2)=[CH:4][CH:3]=1. The yield is 1.00. (4) The reactants are Cl.[Cl:2][C:3]1[CH:4]=[C:5]([C:10]23[CH2:15][CH:14]2[CH2:13][NH:12][CH2:11]3)[CH:6]=[CH:7][C:8]=1[Cl:9].[OH-].[Na+].Br[CH2:19][CH3:20]. The catalyst is C(Cl)Cl. The product is [Cl:2][C:3]1[CH:4]=[C:5]([C:10]23[CH2:15][CH:14]2[CH2:13][N:12]([CH2:19][CH3:20])[CH2:11]3)[CH:6]=[CH:7][C:8]=1[Cl:9]. The yield is 0.660.